From a dataset of Reaction yield outcomes from USPTO patents with 853,638 reactions. Predict the reaction yield, written as a fraction of the theoretical maximum amount of product (1.0 means a 100% yield; for example, 0.34 means a 34% yield). (1) The reactants are [CH3:1][C:2]1[CH:25]=[CH:24][CH:23]=[C:22]([CH3:26])[C:3]=1[CH2:4][O:5][C:6]1[CH:7]=[C:8]([C:12](=[O:21])[CH2:13][CH:14](C(O)=O)[C:15]([OH:17])=[O:16])[CH:9]=[CH:10][CH:11]=1. The catalyst is C1(C)C=CC=CC=1. The product is [CH3:26][C:22]1[CH:23]=[CH:24][CH:25]=[C:2]([CH3:1])[C:3]=1[CH2:4][O:5][C:6]1[CH:7]=[C:8]([C:12](=[O:21])[CH2:13][CH2:14][C:15]([OH:17])=[O:16])[CH:9]=[CH:10][CH:11]=1. The yield is 0.690. (2) The reactants are [Cl:1][C:2]1[CH:3]=[C:4]([CH:9]=[C:10]([Cl:13])[C:11]=1[OH:12])[C:5]([O:7][CH3:8])=[O:6].Br[CH:15]1[CH2:19][CH2:18][CH2:17][CH2:16]1.C(=O)([O-])[O-].[K+].[K+]. The catalyst is CN(C=O)C. The product is [Cl:1][C:2]1[CH:3]=[C:4]([CH:9]=[C:10]([Cl:13])[C:11]=1[O:12][CH:15]1[CH2:19][CH2:18][CH2:17][CH2:16]1)[C:5]([O:7][CH3:8])=[O:6]. The yield is 0.840. (3) The reactants are [Cl:1][C:2]1[C:3]([C:21]([F:24])([F:23])[F:22])=[CH:4][C:5]([N+:18]([O-:20])=[O:19])=[C:6]([CH:17]=1)[NH:7][C:8]1[CH:13]=[CH:12][CH:11]=[CH:10][C:9]=1CCO.N1[CH:30]=[CH:29]C=CC=1.[C:31](Cl)(=[O:33])[CH3:32].[OH2:35]. The catalyst is ClCCl. The product is [C:31]([O:33][CH2:29][CH2:30][C:11]1[CH:12]=[CH:13][C:8]([NH:7][C:6]2[CH:17]=[C:2]([Cl:1])[C:3]([C:21]([F:24])([F:22])[F:23])=[CH:4][C:5]=2[N+:18]([O-:20])=[O:19])=[CH:9][CH:10]=1)(=[O:35])[CH3:32]. The yield is 0.950. (4) The reactants are [CH3:1][C:2]1[CH:3]=[C:4]([OH:17])[CH:5]=[CH:6][C:7]=1[CH2:8][O:9][CH2:10][CH2:11][N:12]1[CH:16]=[CH:15][N:14]=[N:13]1.C(=O)([O-])[O-].[Cs+].[Cs+].Cl[CH2:25][C:26]1[N:27]=[C:28]([CH:31]=[CH:32][C:33]2[CH:38]=[CH:37][C:36]([O:39][CH:40]([F:42])[F:41])=[CH:35][CH:34]=2)[O:29][CH:30]=1.[I-].[K+]. The catalyst is CC(=O)CC. The product is [F:42][CH:40]([F:41])[O:39][C:36]1[CH:37]=[CH:38][C:33]([CH:32]=[CH:31][C:28]2[O:29][CH:30]=[C:26]([CH2:25][O:17][C:4]3[CH:5]=[CH:6][C:7]([CH2:8][O:9][CH2:10][CH2:11][N:12]4[CH:16]=[CH:15][N:14]=[N:13]4)=[C:2]([CH3:1])[CH:3]=3)[N:27]=2)=[CH:34][CH:35]=1. The yield is 0.590. (5) The reactants are [OH:1][C:2]1[CH:11]=[CH:10][CH:9]=[C:8]2[C:3]=1[CH:4]=[CH:5][CH:6]=[N:7]2.[Br:12][C:13]1[CH:14]=[C:15]([CH:18]=[C:19]([O:23][CH3:24])[C:20]=1[O:21][CH3:22])[CH:16]=O.[C:25](#[N:29])[CH2:26][C:27]#[N:28].C1N2CCN(CC2)C1. The catalyst is C(O)C.O. The product is [NH2:29][C:25]1[O:1][C:2]2[C:11]([CH:16]([C:15]3[CH:18]=[C:19]([O:23][CH3:24])[C:20]([O:21][CH3:22])=[C:13]([Br:12])[CH:14]=3)[C:26]=1[C:27]#[N:28])=[CH:10][CH:9]=[C:8]1[C:3]=2[CH:4]=[CH:5][CH:6]=[N:7]1. The yield is 0.360.